This data is from Forward reaction prediction with 1.9M reactions from USPTO patents (1976-2016). The task is: Predict the product of the given reaction. (1) Given the reactants [CH:1]([NH:4][C:5]1[CH:17]=[C:16]2[C:8]([C:9]3[C:10](B4OC(C)(C)C(C)(C)O4)=[CH:11][CH:12]=[C:13]([C:18]([NH2:20])=[O:19])[C:14]=3[NH:15]2)=[CH:7][CH:6]=1)([CH3:3])[CH3:2].OC(C(F)(F)F)=O.Br[C:38]1[C:39]([CH3:54])=[C:40]([N:44]2[CH:49]=[CH:48][N:47]3[CH:50]=[CH:51][N:52]=[C:46]3[C:45]2=[O:53])[CH:41]=[CH:42][CH:43]=1.C(=O)([O-])[O-].[Na+].[Na+], predict the reaction product. The product is: [CH:1]([NH:4][C:5]1[CH:17]=[C:16]2[C:8]([C:9]3[C:10]([C:38]4[CH:43]=[CH:42][CH:41]=[C:40]([N:44]5[CH:49]=[CH:48][N:47]6[CH:50]=[CH:51][N:52]=[C:46]6[C:45]5=[O:53])[C:39]=4[CH3:54])=[CH:11][CH:12]=[C:13]([C:18]([NH2:20])=[O:19])[C:14]=3[NH:15]2)=[CH:7][CH:6]=1)([CH3:2])[CH3:3]. (2) Given the reactants [C:1](#[N:3])[CH3:2].[Li+].CCC[CH2-].C[O:10][C:11](=O)[C:12]1[CH:17]=[CH:16][C:15]([O:18][CH2:19][C:20]2[CH:25]=[CH:24][CH:23]=[CH:22][CH:21]=2)=[CH:14][CH:13]=1, predict the reaction product. The product is: [CH2:19]([O:18][C:15]1[CH:14]=[CH:13][C:12]([C:11](=[O:10])[CH2:2][C:1]#[N:3])=[CH:17][CH:16]=1)[C:20]1[CH:21]=[CH:22][CH:23]=[CH:24][CH:25]=1. (3) Given the reactants [F:1][C:2]1[CH:7]=[C:6]([N:8]2[CH2:12][C@H:11]([CH2:13][NH:14][C:15](=[O:17])[CH3:16])[O:10][C:9]2=[O:18])[CH:5]=[CH:4][C:3]=1[C:19]1[CH:24]=[CH:23][C:22]([CH2:25][NH:26][CH2:27][C:28]2[N:29]=[N:30][NH:31][CH:32]=2)=[CH:21][CH:20]=1.O.[C:34]1(C)[C:35]([S:40]([OH:43])(=[O:42])=[O:41])=[CH:36][CH:37]=[CH:38][CH:39]=1.[CH3:45]C(C)=O, predict the reaction product. The product is: [CH3:16][C:15]([NH:14][CH2:13][C@@H:11]1[O:10][C:9](=[O:18])[N:8]([C:6]2[CH:5]=[CH:4][C:3]([C:19]3[CH:24]=[CH:23][C:22]([CH2:25][NH:26][CH2:27][C:28]4[NH:29][N:30]=[N:31][CH:32]=4)=[CH:21][CH:20]=3)=[C:2]([F:1])[CH:7]=2)[CH2:12]1)=[O:17].[S:40]([C:35]1[CH:34]=[CH:39][C:38]([CH3:45])=[CH:37][CH:36]=1)([O-:43])(=[O:41])=[O:42]. (4) Given the reactants [F:1][C:2]([F:14])([F:13])[C:3]1[CH:4]=[C:5]([CH2:9][C:10]([OH:12])=O)[CH:6]=[CH:7][CH:8]=1.CC1(C)C(C)(C)[O:19][B:18]([C:23]2[CH:24]=[CH:25][C:26]([NH2:29])=[N:27][CH:28]=2)[O:17]1.Cl.C(N=C=NCCCN(C)C)C.O.ON1C2C=CC=CC=2N=N1.CN1CCOCC1, predict the reaction product. The product is: [F:13][C:2]([F:1])([F:14])[C:3]1[CH:4]=[C:5]([CH2:9][C:10]([NH:29][C:26]2[N:27]=[CH:28][C:23]([B:18]([OH:19])[OH:17])=[CH:24][CH:25]=2)=[O:12])[CH:6]=[CH:7][CH:8]=1. (5) Given the reactants P(Cl)(Cl)([Cl:3])=O.[CH3:6][C:7]1[C:11]([C:12]2[C:21]3[O:20][CH2:19][CH:18]([C:22]4[CH:23]=[N:24][CH:25]=[CH:26][CH:27]=4)[N:17]4[C:28](=O)[NH:29][C:15]([C:16]=34)=[C:14]([F:31])[CH:13]=2)=[C:10]([CH3:32])[O:9][N:8]=1, predict the reaction product. The product is: [Cl:3][C:28]1[N:17]2[CH:18]([C:22]3[CH:23]=[N:24][CH:25]=[CH:26][CH:27]=3)[CH2:19][O:20][C:21]3=[C:16]2[C:15](=[C:14]([F:31])[CH:13]=[C:12]3[C:11]2[C:7]([CH3:6])=[N:8][O:9][C:10]=2[CH3:32])[N:29]=1. (6) The product is: [CH3:1][O:2][C:3](=[O:12])[C:4]1[CH:9]=[CH:8][C:7]([N:15]([CH3:16])[CH3:14])=[C:6]([F:11])[CH:5]=1. Given the reactants [CH3:1][O:2][C:3](=[O:12])[C:4]1[CH:9]=[CH:8][C:7](F)=[C:6]([F:11])[CH:5]=1.Cl.[CH3:14][NH:15][CH3:16].C(=O)([O-])[O-].[K+].[K+], predict the reaction product. (7) Given the reactants [NH2:1][C:2]1[N:3]=[C:4]([NH:17][CH:18]2[CH2:23][CH2:22][N:21]([S:24]([C:27]3[CH:32]=[CH:31][C:30]([CH:33]4[CH2:37][CH2:36][N:35]([CH3:38])[CH2:34]4)=[CH:29][CH:28]=3)(=[O:26])=[O:25])[CH2:20][CH2:19]2)[S:5][C:6]=1[C:7]([C:9]1[C:14]([F:15])=[CH:13][CH:12]=[CH:11][C:10]=1[F:16])=[O:8].[ClH:39], predict the reaction product. The product is: [ClH:39].[ClH:39].[NH2:1][C:2]1[N:3]=[C:4]([NH:17][CH:18]2[CH2:23][CH2:22][N:21]([S:24]([C:27]3[CH:28]=[CH:29][C:30]([CH:33]4[CH2:37][CH2:36][N:35]([CH3:38])[CH2:34]4)=[CH:31][CH:32]=3)(=[O:26])=[O:25])[CH2:20][CH2:19]2)[S:5][C:6]=1[C:7]([C:9]1[C:10]([F:16])=[CH:11][CH:12]=[CH:13][C:14]=1[F:15])=[O:8]. (8) The product is: [NH2:37][C:30]1[CH:29]=[C:28]([O:27][CH2:23][CH2:24][CH2:25][CH3:26])[CH:36]=[CH:35][C:31]=1[C:32]([NH:1][C:2]1[CH:7]=[CH:6][C:5]([N:8]2[CH2:12][CH2:11][CH:10]([CH2:13][NH:14][C:15](=[O:21])[O:16][C:17]([CH3:18])([CH3:19])[CH3:20])[CH2:9]2)=[CH:4][C:3]=1[F:22])=[O:33]. Given the reactants [NH2:1][C:2]1[CH:7]=[CH:6][C:5]([N:8]2[CH2:12][CH2:11][CH:10]([CH2:13][NH:14][C:15](=[O:21])[O:16][C:17]([CH3:20])([CH3:19])[CH3:18])[CH2:9]2)=[CH:4][C:3]=1[F:22].[CH2:23]([O:27][C:28]1[CH:36]=[CH:35][C:31]([C:32](O)=[O:33])=[C:30]([N+:37]([O-])=O)[CH:29]=1)[CH2:24][CH2:25][CH3:26], predict the reaction product.